From a dataset of Forward reaction prediction with 1.9M reactions from USPTO patents (1976-2016). Predict the product of the given reaction. (1) The product is: [Cl:1][C:2]1[CH:7]=[C:6]([C:8]#[C:9][C:10]2[N:11]=[C:12]([CH3:15])[N:13]([C:23]3[N:28]=[C:27]([C:29]([F:32])([F:31])[F:30])[CH:26]=[CH:25][N:24]=3)[CH:14]=2)[CH:5]=[CH:4][N:3]=1. Given the reactants [Cl:1][C:2]1[CH:7]=[C:6]([C:8]#[C:9][C:10]2[N:11]=[C:12]([CH3:15])[NH:13][CH:14]=2)[CH:5]=[CH:4][N:3]=1.C(=O)([O-])[O-].[K+].[K+].Cl[C:23]1[N:28]=[C:27]([C:29]([F:32])([F:31])[F:30])[CH:26]=[CH:25][N:24]=1.O, predict the reaction product. (2) Given the reactants C(OC(=O)C1C=CC(N[C:12](=[O:38])[CH:13]([N:20]2[C:24]3[CH:25]=[C:26]([F:30])[C:27]([F:29])=[CH:28][C:23]=3[N:22]=[C:21]2[C:31]2[CH:36]=[CH:35][C:34]([Cl:37])=[CH:33][CH:32]=2)[CH:14]2[CH2:19][CH2:18][CH2:17][CH2:16][CH2:15]2)=CC=1)C.ClC1C=CC(C2N(C(C3CCCCC3)C(O)=O)C3C=C(F)C(F)=CC=3N=2)=CC=1.[CH3:68][O:69][C:70]([C:72]1([O:75][C:76]2[CH:81]=[CH:80][C:79]([NH2:82])=[C:78]([F:83])[CH:77]=2)[CH2:74][CH2:73]1)=[O:71], predict the reaction product. The product is: [CH3:68][O:69][C:70]([C:72]1([O:75][C:76]2[CH:81]=[CH:80][C:79]([NH:82][C:12](=[O:38])[CH:13]([N:20]3[C:24]4[CH:25]=[C:26]([F:30])[C:27]([F:29])=[CH:28][C:23]=4[N:22]=[C:21]3[C:31]3[CH:32]=[CH:33][C:34]([Cl:37])=[CH:35][CH:36]=3)[CH:14]3[CH2:15][CH2:16][CH2:17][CH2:18][CH2:19]3)=[C:78]([F:83])[CH:77]=2)[CH2:74][CH2:73]1)=[O:71]. (3) Given the reactants [Cl:1][C:2]1[CH:9]=[C:8]([NH:10][CH2:11][CH:12]2[CH2:14][CH2:13]2)[CH:7]=[CH:6][C:3]=1[C:4]#[N:5].Br[CH2:16][C:17]([O:19][C:20]([CH3:23])([CH3:22])[CH3:21])=[O:18], predict the reaction product. The product is: [Cl:1][C:2]1[CH:9]=[C:8]([N:10]([CH2:11][CH:12]2[CH2:14][CH2:13]2)[CH2:16][C:17]([O:19][C:20]([CH3:23])([CH3:22])[CH3:21])=[O:18])[CH:7]=[CH:6][C:3]=1[C:4]#[N:5].